This data is from Full USPTO retrosynthesis dataset with 1.9M reactions from patents (1976-2016). The task is: Predict the reactants needed to synthesize the given product. (1) Given the product [Cl:1][C:2]1[C:7]([F:8])=[CH:6][CH:5]=[C:4]([Cl:9])[C:3]=1[C@H:10]([C:12]1[C:20]2[C:15](=[N:16][CH:17]=[C:18]([C:31]3[CH:32]=[N:33][N:34]([C@H:36]4[CH2:41][CH2:40][C@H:39]([OH:42])[CH2:38][CH2:37]4)[CH:35]=3)[CH:19]=2)[NH:14][CH:13]=1)[CH3:11], predict the reactants needed to synthesize it. The reactants are: [Cl:1][C:2]1[C:7]([F:8])=[CH:6][CH:5]=[C:4]([Cl:9])[C:3]=1[C@H:10]([C:12]1[C:20]2[C:15](=[N:16][CH:17]=[C:18](B3OC(C)(C)C(C)(C)O3)[CH:19]=2)[NH:14][CH:13]=1)[CH3:11].I[C:31]1[CH:32]=[N:33][N:34]([C@H:36]2[CH2:41][CH2:40][C@H:39]([OH:42])[CH2:38][CH2:37]2)[CH:35]=1.C(=O)([O-])[O-].[K+].[K+].O1CCOCC1. (2) Given the product [Br:1][C:19]1[C:18]([OH:22])=[C:17]([F:23])[CH:16]=[C:15]2[C:20]=1[CH2:21][CH:13]([CH2:9][CH2:10][CH2:11][CH3:12])[C:14]2=[O:24], predict the reactants needed to synthesize it. The reactants are: [Br:1]N1C(=O)CCC1=O.[CH2:9]([CH:13]1[CH2:21][C:20]2[C:15](=[CH:16][C:17]([F:23])=[C:18]([OH:22])[CH:19]=2)[C:14]1=[O:24])[CH2:10][CH2:11][CH3:12]. (3) Given the product [Br:1][C:2]1[C:3]([O:8][CH:9]2[CH2:14][CH2:13][NH:12][CH2:11][CH2:10]2)=[N:4][CH:5]=[CH:6][CH:7]=1, predict the reactants needed to synthesize it. The reactants are: [Br:1][C:2]1[C:3]([O:8][CH:9]2[CH2:14][CH2:13][N:12](C(OC(C)(C)C)=O)[CH2:11][CH2:10]2)=[N:4][CH:5]=[CH:6][CH:7]=1.Cl.[NH4+].[OH-]. (4) Given the product [CH2:1]([O:3][C:4]([C:5]1[CH:6]=[C:7]([C:9]2[CH:10]=[N:11][N:12]([C:14]([C:27]3[CH:32]=[CH:31][CH:30]=[CH:29][CH:28]=3)([C:21]3[CH:22]=[CH:23][CH:24]=[CH:25][CH:26]=3)[C:15]3[CH:16]=[CH:17][CH:18]=[CH:19][CH:20]=3)[CH:13]=2)[N:35]([C:37]2[CH:42]=[N:41][C:40]([O:43][CH3:44])=[CH:39][CH:38]=2)[N:36]=1)=[O:34])[CH3:2], predict the reactants needed to synthesize it. The reactants are: [CH2:1]([O:3][C:4](=[O:34])[C:5](=O)[CH2:6][C:7]([C:9]1[CH:10]=[N:11][N:12]([C:14]([C:27]2[CH:32]=[CH:31][CH:30]=[CH:29][CH:28]=2)([C:21]2[CH:26]=[CH:25][CH:24]=[CH:23][CH:22]=2)[C:15]2[CH:20]=[CH:19][CH:18]=[CH:17][CH:16]=2)[CH:13]=1)=O)[CH3:2].[NH:35]([C:37]1[CH:38]=[CH:39][C:40]([O:43][CH3:44])=[N:41][CH:42]=1)[NH2:36]. (5) Given the product [NH2:1][C:2]1[N:7]=[C:6]([Cl:8])[N:5]=[C:4]([NH:9][C:10]2[CH:11]=[C:12]([C:16]#[N:18])[N:13]([CH3:15])[CH:14]=2)[N:3]=1, predict the reactants needed to synthesize it. The reactants are: [NH2:1][C:2]1[N:7]=[C:6]([Cl:8])[N:5]=[C:4]([NH:9][C:10]2[CH:11]=[C:12]([C:16]([NH2:18])=O)[N:13]([CH3:15])[CH:14]=2)[N:3]=1.FC(F)(F)C(OC(=O)C(F)(F)F)=O.O. (6) Given the product [ClH:34].[F:1][C:2]1[CH:7]=[CH:6][C:5]([NH:8][C:9]2[CH:10]=[CH:11][C:12]([CH2:15][NH:16][C:17]([C:19]3([NH2:22])[CH2:20][CH2:21]3)=[O:18])=[N:13][CH:14]=2)=[C:4]([C:30]([F:33])([F:31])[F:32])[CH:3]=1, predict the reactants needed to synthesize it. The reactants are: [F:1][C:2]1[CH:7]=[CH:6][C:5]([NH:8][C:9]2[CH:10]=[CH:11][C:12]([CH2:15][NH:16][C:17]([C:19]3([NH:22]C(=O)OC(C)(C)C)[CH2:21][CH2:20]3)=[O:18])=[N:13][CH:14]=2)=[C:4]([C:30]([F:33])([F:32])[F:31])[CH:3]=1.[ClH:34]. (7) The reactants are: [CH3:1][O:2][C:3]1[CH:4]=[C:5]2[C:10](=[CH:11][C:12]=1[O:13][CH3:14])[N:9]=[CH:8][CH:7]=[C:6]2[O:15][C:16]1[CH:22]=[CH:21][C:19]([NH2:20])=[CH:18][C:17]=1[F:23].C(O)C.[CH3:27][C:28]1[CH:29]=[C:30]([C:34]([N:36]=[C:37]=[S:38])=[O:35])[CH:31]=[CH:32][CH:33]=1. Given the product [CH3:1][O:2][C:3]1[CH:4]=[C:5]2[C:10](=[CH:11][C:12]=1[O:13][CH3:14])[N:9]=[CH:8][CH:7]=[C:6]2[O:15][C:16]1[CH:22]=[CH:21][C:19]([NH:20][C:37]([NH:36][C:34](=[O:35])[C:30]2[CH:31]=[CH:32][CH:33]=[C:28]([CH3:27])[CH:29]=2)=[S:38])=[CH:18][C:17]=1[F:23], predict the reactants needed to synthesize it. (8) The reactants are: [F:1][C:2]1[C:7]([F:8])=[CH:6][CH:5]=[CH:4][C:3]=1[C:9]1[N:41]=[C:12]2[CH:13]=[N:14][N:15]([CH:17]([C:22]3[O:26][N:25]=[C:24]([C:27]4[CH:32]=[CH:31][C:30]([O:33][CH2:34][CH2:35][CH3:36])=[CH:29][C:28]=4[C:37]([F:40])([F:39])[F:38])[CH:23]=3)[C:18]([O:20][CH3:21])=[O:19])[CH:16]=[C:11]2[N:10]=1.[C:42]([O-:45])([O-])=O.[K+].[K+].C[C:49](O)=[O:50].C[CH2:53][O:54][C:55]([CH3:57])=O. Given the product [F:1][C:2]1[C:7]([F:8])=[CH:6][CH:5]=[CH:4][C:3]=1[C:9]1[N:41]=[C:12]2[CH:13]=[N:14][N:15]([CH:17]([C:22]3[O:26][N:25]=[C:24]([C:27]4[CH:32]=[CH:31][C:30]([O:33][CH2:34][CH2:35][CH3:36])=[CH:29][C:28]=4[C:37]([F:38])([F:40])[F:39])[CH:23]=3)[C:18]([O:20][CH2:21][CH2:53][O:54][CH2:55][CH2:57][O:50][CH2:49][CH2:42][OH:45])=[O:19])[CH:16]=[C:11]2[N:10]=1, predict the reactants needed to synthesize it. (9) Given the product [Br:11][C:7]1[CH:6]=[C:5]2[C:4](=[C:9]([CH3:10])[CH:8]=1)[C:3](=[O:14])[N:20]([CH:16]([CH3:15])[CH:17]([CH3:19])[CH3:18])[CH2:12]2, predict the reactants needed to synthesize it. The reactants are: CO[C:3](=[O:14])[C:4]1[C:9]([CH3:10])=[CH:8][C:7]([Br:11])=[CH:6][C:5]=1[CH2:12]Br.[CH3:15][CH:16]([NH2:20])[CH:17]([CH3:19])[CH3:18].C([O-])([O-])=O.[K+].[K+].